Dataset: Forward reaction prediction with 1.9M reactions from USPTO patents (1976-2016). Task: Predict the product of the given reaction. Given the reactants [Cl:1][C:2]1[C:10]([CH3:11])=[C:9]2[C:5]([C:6]([C:20]3[CH:25]=[CH:24][C:23]([OH:26])=[CH:22][CH:21]=3)([C:13]3[CH:18]=[CH:17][C:16]([OH:19])=[CH:15][CH:14]=3)[C:7](=[O:12])[NH:8]2)=[CH:4][C:3]=1[N+:27]([O-])=O, predict the reaction product. The product is: [NH2:27][C:3]1[CH:4]=[C:5]2[C:9](=[C:10]([CH3:11])[C:2]=1[Cl:1])[NH:8][C:7](=[O:12])[C:6]2([C:13]1[CH:18]=[CH:17][C:16]([OH:19])=[CH:15][CH:14]=1)[C:20]1[CH:21]=[CH:22][C:23]([OH:26])=[CH:24][CH:25]=1.